From a dataset of Catalyst prediction with 721,799 reactions and 888 catalyst types from USPTO. Predict which catalyst facilitates the given reaction. (1) Reactant: [CH:1]1([CH2:4][N:5]([CH:13]2[CH2:15][CH:14]2[C:16]2[CH:21]=[C:20]([C:22](=[O:30])[NH:23][CH:24]3[CH2:29][CH2:28][O:27][CH2:26][CH2:25]3)[CH:19]=[CH:18][C:17]=2[CH3:31])C(=O)OC(C)(C)C)[CH2:3][CH2:2]1.[ClH:32].CO. Product: [ClH:32].[CH:1]1([CH2:4][NH:5][C@@H:13]2[CH2:15][C@H:14]2[C:16]2[CH:21]=[C:20]([CH:19]=[CH:18][C:17]=2[CH3:31])[C:22]([NH:23][CH:24]2[CH2:29][CH2:28][O:27][CH2:26][CH2:25]2)=[O:30])[CH2:3][CH2:2]1. The catalyst class is: 125. (2) Reactant: [CH3:1][O:2][C:3]1[C:10]([O:11][CH3:12])=[CH:9][CH:8]=[CH:7][C:4]=1[CH:5]=O.[CH2:13]([O:15][CH:16]([O:19][CH2:20][CH3:21])[CH2:17][NH2:18])[CH3:14].C(O)(=O)C.C([BH3-])#N.[Na+]. Product: [CH2:13]([O:15][CH:16]([O:19][CH2:20][CH3:21])[CH2:17][NH:18][CH2:5][C:4]1[CH:7]=[CH:8][CH:9]=[C:10]([O:11][CH3:12])[C:3]=1[O:2][CH3:1])[CH3:14]. The catalyst class is: 5. (3) Reactant: [Br:1][C:2]1[CH:15]=[CH:14][C:5]([O:6][CH2:7][C:8](=[O:13])[CH2:9][CH2:10][CH2:11][Cl:12])=[C:4]([I:16])[CH:3]=1.[CH:17]([Mg]Br)=[CH2:18]. Product: [Br:1][C:2]1[CH:15]=[CH:14][C:5]([O:6][CH2:7][C:8]([OH:13])([CH2:9][CH2:10][CH2:11][Cl:12])[CH:17]=[CH2:18])=[C:4]([I:16])[CH:3]=1. The catalyst class is: 1. (4) Product: [CH3:8][C:3]1[C:2]([B:14]2[O:18][C:17]([CH3:20])([CH3:19])[C:16]([CH3:22])([CH3:21])[O:15]2)=[CH:7][CH:6]=[CH:5][N:4]=1. Reactant: Br[C:2]1[C:3]([CH3:8])=[N:4][CH:5]=[CH:6][CH:7]=1.C([O-])(=O)C.[K+].[B:14]1([B:14]2[O:18][C:17]([CH3:20])([CH3:19])[C:16]([CH3:22])([CH3:21])[O:15]2)[O:18][C:17]([CH3:20])([CH3:19])[C:16]([CH3:22])([CH3:21])[O:15]1. The catalyst class is: 3. (5) Reactant: [Br:1][C:2]1[CH:10]=[C:9]([O:11][CH3:12])[CH:8]=[CH:7][C:3]=1[C:4]([OH:6])=O.[CH3:13][N:14]([CH:16]=[O:17])[CH3:15].C(Cl)(C(Cl)=O)=[O:19].CC1C=C(C)N=C(N2C[CH:38]3[CH:34]([CH2:35]NC3)[CH2:33]2)N=1.CC(O)=O.CC[N:46]([CH2:49][CH3:50])[CH2:47][CH3:48].OS([O-])(=O)=O.[K+]. Product: [Br:1][C:2]1[CH:10]=[C:9]([O:11][CH3:12])[CH:8]=[CH:7][C:3]=1[C:4]([N:46]1[CH2:47][CH:48]2[CH2:13][N:14]([C:16]([O:19][C:34]([CH3:38])([CH3:35])[CH3:33])=[O:17])[CH2:15][CH:50]2[CH2:49]1)=[O:6]. The catalyst class is: 2.